This data is from Forward reaction prediction with 1.9M reactions from USPTO patents (1976-2016). The task is: Predict the product of the given reaction. (1) Given the reactants [F:1][C:2]1[CH:41]=[CH:40][C:5]2[C:6]([CH:9]3[CH2:14][CH2:13][N:12]([CH2:15][CH2:16][C:17]4[C:22](=[O:23])[N:21]5[CH2:24][CH2:25][CH2:26][CH:27]([O:28][CH2:29][CH2:30][CH2:31][NH:32]C(=O)C(C)(C)C)[C:20]5=[N:19][C:18]=4[CH3:39])[CH2:11][CH2:10]3)=[N:7][O:8][C:4]=2[CH:3]=1.FC(F)(F)C(O)=O, predict the reaction product. The product is: [NH2:32][CH2:31][CH2:30][CH2:29][O:28][CH:27]1[C:20]2=[N:19][C:18]([CH3:39])=[C:17]([CH2:16][CH2:15][N:12]3[CH2:11][CH2:10][CH:9]([C:6]4[C:5]5[CH:40]=[CH:41][C:2]([F:1])=[CH:3][C:4]=5[O:8][N:7]=4)[CH2:14][CH2:13]3)[C:22](=[O:23])[N:21]2[CH2:24][CH2:25][CH2:26]1. (2) Given the reactants [CH2:1]([C:3]1[CH:11]=[CH:10][C:9]2[NH:8][C:7]3[CH2:12][CH2:13][N:14]([CH3:16])[CH2:15][C:6]=3[C:5]=2[CH:4]=1)[CH3:2].[F:17][C:18]([F:29])([F:28])[C:19]1[C:24]([CH:25]=[CH2:26])=[CH:23][N:22]=[C:21]([CH3:27])[CH:20]=1.[OH-].[K+], predict the reaction product. The product is: [CH2:1]([C:3]1[CH:11]=[CH:10][C:9]2[N:8]([CH2:26][CH2:25][C:24]3[CH:23]=[N:22][C:21]([CH3:27])=[CH:20][C:19]=3[C:18]([F:29])([F:17])[F:28])[C:7]3[CH2:12][CH2:13][N:14]([CH3:16])[CH2:15][C:6]=3[C:5]=2[CH:4]=1)[CH3:2]. (3) Given the reactants [Br:1][C:2]1[C:3]([N+]([O-])=O)=[CH:4][C:5]([CH3:9])=[N+:6]([O-:8])[CH:7]=1.[ClH:13], predict the reaction product. The product is: [Br:1][C:2]1[C:3]([Cl:13])=[CH:4][C:5]([CH3:9])=[N+:6]([O-:8])[CH:7]=1.